Dataset: Reaction yield outcomes from USPTO patents with 853,638 reactions. Task: Predict the reaction yield, written as a fraction of the theoretical maximum amount of product (1.0 means a 100% yield; for example, 0.34 means a 34% yield). (1) The reactants are [Cl:1][C:2]1[CH:7]=[C:6](I)[CH:5]=[CH:4][N:3]=1.[S:9]1[CH:13]=[CH:12][CH:11]=[C:10]1B(O)O.C1COCC1.C(=O)([O-])[O-].[Na+].[Na+]. The catalyst is O.Cl[Pd](Cl)([P](C1C=CC=CC=1)(C1C=CC=CC=1)C1C=CC=CC=1)[P](C1C=CC=CC=1)(C1C=CC=CC=1)C1C=CC=CC=1. The product is [Cl:1][C:2]1[CH:7]=[C:6]([C:10]2[S:9][CH:13]=[CH:12][CH:11]=2)[CH:5]=[CH:4][N:3]=1. The yield is 0.880. (2) The reactants are [F:1][CH:2]([F:32])[O:3][C:4]1[CH:9]=[CH:8][C:7]([NH:10][CH2:11][C:12]2[CH:30]=[C:15]3[C:16](=[O:29])[N:17]([CH2:20][C:21]4[CH:26]=[CH:25][C:24]([O:27][CH3:28])=[CH:23][CH:22]=4)[CH2:18][CH2:19][N:14]3[N:13]=2)=[C:6]([F:31])[CH:5]=1.C(N(CC)CC)C.[F:40][C:41]([F:52])([F:51])[C:42](O[C:42](=[O:43])[C:41]([F:52])([F:51])[F:40])=[O:43]. The catalyst is C(Cl)Cl. The product is [F:32][CH:2]([F:1])[O:3][C:4]1[CH:9]=[CH:8][C:7]([N:10]([CH2:11][C:12]2[CH:30]=[C:15]3[C:16](=[O:29])[N:17]([CH2:20][C:21]4[CH:22]=[CH:23][C:24]([O:27][CH3:28])=[CH:25][CH:26]=4)[CH2:18][CH2:19][N:14]3[N:13]=2)[C:42](=[O:43])[C:41]([F:52])([F:51])[F:40])=[C:6]([F:31])[CH:5]=1. The yield is 0.900. (3) The reactants are C(OC([N:8]1[CH2:12][C@@H:11]([OH:13])[C@H:10]([N:14]2[CH2:20][CH2:19][CH2:18][N:17]([C:21]3[CH:26]=[CH:25][C:24]([Cl:27])=[CH:23][CH:22]=3)[CH2:16][CH2:15]2)[CH2:9]1)=O)(C)(C)C.Cl.O1CCOCC1. The catalyst is C(Cl)Cl. The product is [Cl:27][C:24]1[CH:25]=[CH:26][C:21]([N:17]2[CH2:18][CH2:19][CH2:20][N:14]([C@@H:10]3[CH2:9][NH:8][CH2:12][C@H:11]3[OH:13])[CH2:15][CH2:16]2)=[CH:22][CH:23]=1. The yield is -1.00. (4) The reactants are C(OC([NH:8][C@@H:9]([CH3:40])[C:10]([O:12][C:13]1[CH:18]=[CH:17][C:16]([C@@H:19]2[CH2:24][CH2:23][N:22]([C@@H:25]3[CH2:29][CH2:28][N:27]([CH2:30][C:31]4[CH:36]=[CH:35][C:34]([CH3:37])=[CH:33][CH:32]=4)[C:26]3=[O:38])[CH2:21][C@H:20]2[F:39])=[CH:15][CH:14]=1)=[O:11])=O)(C)(C)C.[ClH:41].C(OCC)C. The catalyst is C(Cl)Cl. The product is [ClH:41].[NH2:8][C@@H:9]([CH3:40])[C:10]([O:12][C:13]1[CH:18]=[CH:17][C:16]([C@@H:19]2[CH2:24][CH2:23][N:22]([C@@H:25]3[CH2:29][CH2:28][N:27]([CH2:30][C:31]4[CH:32]=[CH:33][C:34]([CH3:37])=[CH:35][CH:36]=4)[C:26]3=[O:38])[CH2:21][C@H:20]2[F:39])=[CH:15][CH:14]=1)=[O:11]. The yield is 0.160.